Dataset: Catalyst prediction with 721,799 reactions and 888 catalyst types from USPTO. Task: Predict which catalyst facilitates the given reaction. (1) Reactant: [BH4-].[Li+].CO.[H][H].C([O:9][C:10](=O)[C:11]([CH3:30])([CH3:29])[CH2:12][CH2:13][CH2:14][CH2:15][C:16](=[O:28])[CH2:17][CH2:18][CH2:19][CH2:20][CH2:21][C:22]([CH3:27])([CH3:26])[C:23](O)=[O:24])C.Cl.[Cl-].[NH4+]. Product: [CH3:29][C:11]([CH3:30])([CH2:12][CH2:13][CH2:14][CH2:15][CH:16]([OH:28])[CH2:17][CH2:18][CH2:19][CH2:20][CH2:21][C:22]([CH3:27])([CH3:26])[CH2:23][OH:24])[CH2:10][OH:9]. The catalyst class is: 4. (2) Reactant: [CH2:1]([CH2:3][NH2:4])[OH:2].Br[CH2:6][C:7]([NH:9][C:10]1[CH:15]=[CH:14][CH:13]=[C:12]([F:16])[CH:11]=1)=O.C(P(CCCC)CCCC)CCC.CC(OC(/N=N/C(OC(C)(C)C)=O)=O)(C)C.[ClH:46]. Product: [ClH:46].[F:16][C:12]1[CH:11]=[C:10]([N:9]2[CH2:7][CH2:6][NH:4][CH2:3][C:1]2=[O:2])[CH:15]=[CH:14][CH:13]=1. The catalyst class is: 161. (3) Reactant: [CH2:1]([O:8][C:9](=[O:29])[NH:10][C@@H:11]([CH3:28])[CH2:12][N:13]1[C:21]2[C:16](=[CH:17][CH:18]=[C:19]3[O:24][C:23]([C:25](=O)[NH2:26])=[CH:22][C:20]3=2)[CH:15]=[N:14]1)[C:2]1[CH:7]=[CH:6][CH:5]=[CH:4][CH:3]=1.S(Cl)(Cl)=O.[N-:34]=[N+:35]=[N-].[Na+]. Product: [CH2:1]([O:8][C:9](=[O:29])[NH:10][C@@H:11]([CH3:28])[CH2:12][N:13]1[C:21]2[C:16](=[CH:17][CH:18]=[C:19]3[O:24][C:23]([CH2:25][N:26]=[N+:34]=[N-:35])=[CH:22][C:20]3=2)[CH:15]=[N:14]1)[C:2]1[CH:7]=[CH:6][CH:5]=[CH:4][CH:3]=1. The catalyst class is: 764. (4) Reactant: CN(C)[CH:3]=[O:4].ClCCl.[NH:9]1[CH:13]=[C:12]([CH2:14][CH2:15][CH2:16][N:17]([CH3:19])[CH3:18])[C:11]2[CH2:20][CH2:21][CH2:22][CH2:23][CH2:24][C:10]1=2.P(Cl)(Cl)(Cl)=O. Product: [CH3:18][N:17]([CH3:19])[CH2:16][CH2:15][CH2:14][C:12]1[C:11]2[CH2:20][CH2:21][CH2:22][CH2:23][CH2:24][C:10]=2[NH:9][C:13]=1[CH:3]=[O:4]. The catalyst class is: 6. (5) Reactant: Br[C:2]1[CH:7]=[CH:6][C:5]([O:8][CH2:9][O:10][CH3:11])=[CH:4][C:3]=1[O:12][CH2:13][O:14][CH3:15].[B:16](OC(C)C)([O:21]C(C)C)[O:17]C(C)C.C([Li])CCC.Cl. Product: [CH3:15][O:14][CH2:13][O:12][C:3]1[CH:4]=[C:5]([O:8][CH2:9][O:10][CH3:11])[CH:6]=[CH:7][C:2]=1[B:16]([OH:21])[OH:17]. The catalyst class is: 392.